From a dataset of Reaction yield outcomes from USPTO patents with 853,638 reactions. Predict the reaction yield, written as a fraction of the theoretical maximum amount of product (1.0 means a 100% yield; for example, 0.34 means a 34% yield). (1) The product is [CH2:1]([O:3][C:4]([CH:6]1[CH2:11][CH2:10][N:9]([C:19]([O:20][CH2:21][C:22]2[CH:27]=[CH:26][CH:25]=[CH:24][CH:23]=2)=[O:28])[CH2:8][CH2:7]1)=[O:5])[CH3:2]. The reactants are [CH2:1]([O:3][C:4]([CH:6]1[CH2:11][CH2:10][NH:9][CH2:8][CH2:7]1)=[O:5])[CH3:2].C(N(CC)CC)C.[C:19](Cl)(=[O:28])[O:20][CH2:21][C:22]1[CH:27]=[CH:26][CH:25]=[CH:24][CH:23]=1. The catalyst is O1CCCC1. The yield is 0.795. (2) The reactants are [NH2:1][C:2]1[NH:3][C:4](=[O:21])[C:5]2[C:10]([C:11]3[C:16]([CH3:17])=[CH:15][C:14]([CH3:18])=[CH:13][C:12]=3[CH3:19])=[CH:9][N:8]([CH3:20])[C:6]=2[N:7]=1.[CH3:22]N(C)C=O.[H-].[Na+].CI. The catalyst is O. The product is [NH2:1][C:2]1[N:3]([CH3:22])[C:4](=[O:21])[C:5]2[C:10]([C:11]3[C:16]([CH3:17])=[CH:15][C:14]([CH3:18])=[CH:13][C:12]=3[CH3:19])=[CH:9][N:8]([CH3:20])[C:6]=2[N:7]=1. The yield is 0.620. (3) The reactants are FC(F)(F)C(O)=O.[F:8][C:9]1[CH:10]=[C:11]([NH:31]C(=O)C)[CH:12]=[CH:13][C:14]=1[O:15][C:16]1[CH:21]=[CH:20][N:19]=[C:18]([NH:22][CH2:23][CH2:24][N:25]2[CH2:30][CH2:29][O:28][CH2:27][CH2:26]2)[CH:17]=1.[ClH:35]. The catalyst is CO. The product is [ClH:35].[NH2:31][C:11]1[CH:12]=[CH:13][C:14]([O:15][C:16]2[CH:21]=[CH:20][N:19]=[C:18]([NH:22][CH2:23][CH2:24][N:25]3[CH2:30][CH2:29][O:28][CH2:27][CH2:26]3)[CH:17]=2)=[C:9]([F:8])[CH:10]=1. The yield is 0.760. (4) The reactants are F[C:2]1[CH:10]=[CH:9][C:8]([S:11]([CH3:14])(=[O:13])=[O:12])=[CH:7][C:3]=1[C:4]([OH:6])=[O:5].C(=O)([O-])[O-].[Cs+].[Cs+].[CH3:21][CH:22]([SH:24])[CH3:23].Cl. The catalyst is CN(C)C(=O)C. The product is [CH:22]([S:24][C:2]1[CH:10]=[CH:9][C:8]([S:11]([CH3:14])(=[O:13])=[O:12])=[CH:7][C:3]=1[C:4]([OH:6])=[O:5])([CH3:23])[CH3:21]. The yield is 0.990. (5) The reactants are [CH3:1][S:2][C:3]1[S:7][C:6]([NH2:8])=[N:5][N:4]=1.Br[CH2:10][C:11]([C:13]1[O:14][C:15]2[CH:21]=[C:20]([O:22][CH3:23])[C:19]([Cl:24])=[CH:18][C:16]=2[CH:17]=1)=O. No catalyst specified. The product is [Cl:24][C:19]1[C:20]([O:22][CH3:23])=[CH:21][C:15]2[O:14][C:13]([C:11]3[N:8]=[C:6]4[N:5]([CH:10]=3)[N:4]=[C:3]([S:2][CH3:1])[S:7]4)=[CH:17][C:16]=2[CH:18]=1. The yield is 0.390. (6) The reactants are [CH2:1]([N:3]1[C:11]2[C:6](=[CH:7][CH:8]=[C:9]([O:12][CH3:13])[CH:10]=2)[C:5]([C:14]#[N:15])=[C:4]1[C:16]1[CH:21]=[CH:20][C:19]([OH:22])=[C:18]([N+:23]([O-])=O)[CH:17]=1)[CH3:2]. The catalyst is [Pd].CCOC(C)=O. The product is [NH2:23][C:18]1[CH:17]=[C:16]([C:4]2[N:3]([CH2:1][CH3:2])[C:11]3[C:6]([C:5]=2[C:14]#[N:15])=[CH:7][CH:8]=[C:9]([O:12][CH3:13])[CH:10]=3)[CH:21]=[CH:20][C:19]=1[OH:22]. The yield is 0.910. (7) The reactants are [NH2:1][C:2]1[C:7]([NH:8][C:9]2[C:17]3[O:16][CH2:15][C@@H:14]([N:18]([C:33](=[O:38])[C:34]([F:37])([F:36])[F:35])[C:19]4[CH:32]=[CH:31][C:22]5[C@H:23]([CH2:26][C:27]([O:29][CH3:30])=[O:28])[CH2:24][O:25][C:21]=5[CH:20]=4)[C:13]=3[CH:12]=[CH:11][CH:10]=2)=[C:6]([F:39])[C:5]([F:40])=[CH:4][CH:3]=1.[C:41](Cl)(=O)[CH2:42][CH3:43].C(=O)([O-])O.[Na+]. The catalyst is CN(C)C(=O)C. The product is [CH2:42]([C:43]1[N:8]([C:9]2[C:17]3[O:16][CH2:15][C@@H:14]([N:18]([C:33](=[O:38])[C:34]([F:37])([F:36])[F:35])[C:19]4[CH:32]=[CH:31][C:22]5[C@H:23]([CH2:26][C:27]([O:29][CH3:30])=[O:28])[CH2:24][O:25][C:21]=5[CH:20]=4)[C:13]=3[CH:12]=[CH:11][CH:10]=2)[C:7]2[C:6]([F:39])=[C:5]([F:40])[CH:4]=[CH:3][C:2]=2[N:1]=1)[CH3:41]. The yield is 1.00.